This data is from Full USPTO retrosynthesis dataset with 1.9M reactions from patents (1976-2016). The task is: Predict the reactants needed to synthesize the given product. (1) Given the product [Br:21][C:15]1[CH:16]=[N:17][C:18]2[C:13]([CH:14]=1)=[CH:12][C:11]([C:8]1[CH2:7][C:6]([CH2:5][OH:4])([CH:22]([F:24])[F:23])[O:10][N:9]=1)=[CH:20][CH:19]=2, predict the reactants needed to synthesize it. The reactants are: C([O:4][CH2:5][C:6]1([CH:22]([F:24])[F:23])[O:10][N:9]=[C:8]([C:11]2[CH:12]=[C:13]3[C:18](=[CH:19][CH:20]=2)[N:17]=[CH:16][C:15]([Br:21])=[CH:14]3)[CH2:7]1)(=O)C.[OH-].[Na+]. (2) Given the product [N:39]1([CH2:14][CH2:15][NH:16][C:9]([C:11]2[CH:12]=[C:13]3[C:17](=[CH:18][CH:19]=2)[NH:16][C:15](=[O:20])[C:14]3=[N:21][NH:22][C:23]2[CH:24]=[CH:25][C:26]([S:29](=[O:32])(=[O:31])[NH2:30])=[CH:27][CH:28]=2)=[O:10])[CH2:11][CH2:9][O:10][CH2:38][CH2:37]1, predict the reactants needed to synthesize it. The reactants are: FC1C(O[C:9]([C:11]2[CH:12]=[C:13]3[C:17](=[CH:18][CH:19]=2)[NH:16][C:15](=[O:20])[C:14]3=[N:21][NH:22][C:23]2[CH:28]=[CH:27][C:26]([S:29](=[O:32])(=[O:31])[NH2:30])=[CH:25][CH:24]=2)=[O:10])=C(F)C(F)=C(F)C=1F.[CH2:37]([NH2:39])[CH3:38]. (3) Given the product [C:16]([C:3](=[CH:1][C:13]1[CH:14]=[CH:15][C:8]([Cl:7])=[CH:9][CH:12]=1)[C:4]([OH:6])=[O:21])#[N:20], predict the reactants needed to synthesize it. The reactants are: [C:1]([CH2:3][C:4]([OH:6])=O)#N.[Cl:7][C:8]1[CH:15]=[CH:14][CH:13]=[CH:12][C:9]=1C=O.[C:16]([O-])(=O)C.[NH4+:20].[OH2:21].